Dataset: Reaction yield outcomes from USPTO patents with 853,638 reactions. Task: Predict the reaction yield, written as a fraction of the theoretical maximum amount of product (1.0 means a 100% yield; for example, 0.34 means a 34% yield). (1) The reactants are [H-].[H-].[H-].[H-].[Li+].[Al+3].C([O:9][C:10](=O)[CH:11]([CH2:17][C:18]([F:21])([F:20])[F:19])[CH2:12][C:13]([F:16])([F:15])[F:14])C. The catalyst is CCOCC. The product is [F:14][C:13]([F:15])([F:16])[CH2:12][CH:11]([CH2:17][C:18]([F:19])([F:20])[F:21])[CH2:10][OH:9]. The yield is 0.410. (2) The reactants are Br[C:2]1[CH:7]=[CH:6][C:5]([NH:8][C:9]2[S:10][C:11]3[CH:17]=[CH:16][CH:15]=[CH:14][C:12]=3[N:13]=2)=[CH:4][CH:3]=1.C([Li])CCC.[CH2:23]([CH:25]([CH2:28][CH3:29])[CH:26]=[O:27])[CH3:24].[NH4+].[Cl-]. The product is [S:10]1[C:11]2[CH:17]=[CH:16][CH:15]=[CH:14][C:12]=2[N:13]=[C:9]1[NH:8][C:5]1[CH:6]=[CH:7][C:2]([CH:26]([CH:25]([CH2:28][CH3:29])[CH2:23][CH3:24])[OH:27])=[CH:3][CH:4]=1. The yield is 0.680. The catalyst is C1COCC1. (3) The reactants are [OH-].[Na+].[O:3]=[C:4]1[C:8]([C:9]2[CH:14]=[CH:13][C:12]([C:15]([F:18])([F:17])[F:16])=[CH:11][CH:10]=2)=[N:7][C:6]2([CH2:23][CH2:22][CH2:21][CH2:20][CH2:19]2)[N:5]1[CH2:24][C:25]([O:27]CC)=[O:26]. The catalyst is CO.O. The product is [O:3]=[C:4]1[C:8]([C:9]2[CH:14]=[CH:13][C:12]([C:15]([F:18])([F:16])[F:17])=[CH:11][CH:10]=2)=[N:7][C:6]2([CH2:23][CH2:22][CH2:21][CH2:20][CH2:19]2)[N:5]1[CH2:24][C:25]([OH:27])=[O:26]. The yield is 0.910.